Dataset: Forward reaction prediction with 1.9M reactions from USPTO patents (1976-2016). Task: Predict the product of the given reaction. (1) Given the reactants [CH2:1]([N:8]1[C:13](=[O:14])[CH:12]=[C:11]([O:15][CH2:16][C:17]2[CH:22]=[CH:21][CH:20]=[CH:19][CH:18]=2)[N:10]=[CH:9]1)[C:2]1[CH:7]=[CH:6][CH:5]=[CH:4][CH:3]=1.[Br:23]N1C(=O)CCC1=O, predict the reaction product. The product is: [CH2:1]([N:8]1[C:13](=[O:14])[C:12]([Br:23])=[C:11]([O:15][CH2:16][C:17]2[CH:22]=[CH:21][CH:20]=[CH:19][CH:18]=2)[N:10]=[CH:9]1)[C:2]1[CH:3]=[CH:4][CH:5]=[CH:6][CH:7]=1. (2) Given the reactants Br[C:2]1[CH:7]=[CH:6][C:5]([C:8]([N:10]2[CH2:14][CH2:13][CH2:12][C@H:11]2[CH2:15][N:16]2[CH2:20][CH2:19][CH2:18][CH2:17]2)=[O:9])=[C:4]([F:21])[CH:3]=1.[CH3:22][S:23]([C:25]1[CH:30]=[CH:29][C:28](B(O)O)=[CH:27][CH:26]=1)=[O:24], predict the reaction product. The product is: [F:21][C:4]1[CH:3]=[C:2]([C:28]2[CH:29]=[CH:30][C:25]([S:23]([CH3:22])=[O:24])=[CH:26][CH:27]=2)[CH:7]=[CH:6][C:5]=1[C:8]([N:10]1[CH2:14][CH2:13][CH2:12][C@H:11]1[CH2:15][N:16]1[CH2:20][CH2:19][CH2:18][CH2:17]1)=[O:9]. (3) Given the reactants [CH2:1]([O:3][C:4](=[O:22])[CH2:5][NH:6][CH2:7][CH2:8][NH:9][S:10]([C:13]1[CH:18]=[CH:17][CH:16]=[CH:15][C:14]=1[N+:19]([O-:21])=[O:20])(=[O:12])=[O:11])[CH3:2].[CH:23]([O:36][C:37]([NH:39][C:40]1[CH:45]=[CH:44][N:43]([CH2:46][C:47](O)=[O:48])[C:42](=[O:50])[N:41]=1)=[O:38])([C:30]1[CH:35]=[CH:34][CH:33]=[CH:32][CH:31]=1)[C:24]1[CH:29]=[CH:28][CH:27]=[CH:26][CH:25]=1, predict the reaction product. The product is: [CH2:1]([O:3][C:4](=[O:22])[CH2:5][N:6]([C:47](=[O:48])[CH2:46][N:43]1[CH:44]=[CH:45][C:40]([NH:39][C:37]([O:36][CH:23]([C:24]2[CH:25]=[CH:26][CH:27]=[CH:28][CH:29]=2)[C:30]2[CH:35]=[CH:34][CH:33]=[CH:32][CH:31]=2)=[O:38])=[N:41][C:42]1=[O:50])[CH2:7][CH2:8][NH:9][S:10]([C:13]1[CH:18]=[CH:17][CH:16]=[CH:15][C:14]=1[N+:19]([O-:21])=[O:20])(=[O:12])=[O:11])[CH3:2]. (4) The product is: [F:1][C:2]1[C:3]([O:29][CH2:30][C:31]2[CH:36]=[CH:35][CH:34]=[CH:33][CH:32]=2)=[C:4]([C:8]2[N:13]([CH2:14][CH2:15][C:16]3[CH:21]=[CH:20][CH:19]=[CH:18][CH:17]=3)[C:12](=[O:22])[C:11]([C:23]3[N:24]([CH3:37])[CH:25]=[CH:26][CH:27]=3)=[C:10]([CH3:28])[N:9]=2)[CH:5]=[CH:6][CH:7]=1. Given the reactants [F:1][C:2]1[C:3]([O:29][CH2:30][C:31]2[CH:36]=[CH:35][CH:34]=[CH:33][CH:32]=2)=[C:4]([C:8]2[N:13]([CH2:14][CH2:15][C:16]3[CH:21]=[CH:20][CH:19]=[CH:18][CH:17]=3)[C:12](=[O:22])[C:11]([C:23]3[NH:24][CH:25]=[CH:26][CH:27]=3)=[C:10]([CH3:28])[N:9]=2)[CH:5]=[CH:6][CH:7]=1.[C:37](=O)([O-])[O-].[Cs+].[Cs+].CI, predict the reaction product. (5) Given the reactants [F:1][C:2]([F:24])([F:23])[C:3]1[CH:8]=[CH:7][C:6]([N:9]2[CH2:22][CH2:21][C:12]3[NH:13][C:14]4[CH:15]=[CH:16][C:17]([CH3:20])=[CH:18][C:19]=4[C:11]=3[CH2:10]2)=[CH:5][CH:4]=1.[CH3:25][C:26]1[CH:31]=[CH:30][C:29]([CH:32]=[CH2:33])=[CH:28][N:27]=1.[OH-].[K+], predict the reaction product. The product is: [F:24][C:2]([F:1])([F:23])[C:3]1[CH:4]=[CH:5][C:6]([N:9]2[CH2:22][CH2:21][C:12]3[N:13]([CH2:33][CH2:32][C:29]4[CH:28]=[N:27][C:26]([CH3:25])=[CH:31][CH:30]=4)[C:14]4[CH:15]=[CH:16][C:17]([CH3:20])=[CH:18][C:19]=4[C:11]=3[CH2:10]2)=[CH:7][CH:8]=1. (6) Given the reactants [Br:1][C:2]1[CH:7]=[CH:6][C:5]([S:8](Cl)(=[O:10])=[O:9])=[CH:4][CH:3]=1.[NH2:12][CH2:13][CH2:14][OH:15].CCN(C(C)C)C(C)C, predict the reaction product. The product is: [Br:1][C:2]1[CH:7]=[CH:6][C:5]([S:8]([NH:12][CH2:13][CH2:14][OH:15])(=[O:10])=[O:9])=[CH:4][CH:3]=1. (7) Given the reactants [Cl:1][C:2]1[CH:3]=[CH:4][C:5]([C:28]([F:31])([F:30])[F:29])=[C:6]([CH:27]=1)[CH2:7][N:8]1[CH2:13][CH2:12][NH:11][C:10]2[N:14]=[CH:15][C:16]([C:18]3[CH:26]=[CH:25][C:21]([C:22]([OH:24])=O)=[CH:20][CH:19]=3)=[CH:17][C:9]1=2.[CH3:32][O:33][C:34]1[CH:39]=[CH:38][C:37]([N:40]2[CH2:45][CH2:44][NH:43][CH2:42][CH2:41]2)=[CH:36][CH:35]=1, predict the reaction product. The product is: [Cl:1][C:2]1[CH:3]=[CH:4][C:5]([C:28]([F:31])([F:30])[F:29])=[C:6]([CH:27]=1)[CH2:7][N:8]1[CH2:13][CH2:12][NH:11][C:10]2[N:14]=[CH:15][C:16]([C:18]3[CH:19]=[CH:20][C:21]([C:22]([N:43]4[CH2:42][CH2:41][N:40]([C:37]5[CH:36]=[CH:35][C:34]([O:33][CH3:32])=[CH:39][CH:38]=5)[CH2:45][CH2:44]4)=[O:24])=[CH:25][CH:26]=3)=[CH:17][C:9]1=2. (8) Given the reactants [C:1]([C:5]1[N:10]=[C:9]([O:11][CH2:12][CH3:13])[C:8]([C:14]2[N:15]([C:35](Cl)=[O:36])[C:16]([C:28]3[CH:33]=[CH:32][C:31]([Cl:34])=[CH:30][CH:29]=3)([CH3:27])[C:17]([C:20]3[CH:25]=[CH:24][C:23]([Cl:26])=[CH:22][CH:21]=3)([CH3:19])[N:18]=2)=[CH:7][N:6]=1)([CH3:4])([CH3:3])[CH3:2].C(N(CC)CC)C.Cl.Cl.[N:47]1([CH2:53][C:54]([NH2:56])=[O:55])[CH2:52][CH2:51][NH:50][CH2:49][CH2:48]1, predict the reaction product. The product is: [C:1]([C:5]1[N:10]=[C:9]([O:11][CH2:12][CH3:13])[C:8]([C:14]2[N:15]([C:35]([N:50]3[CH2:51][CH2:52][N:47]([CH2:53][C:54]([NH2:56])=[O:55])[CH2:48][CH2:49]3)=[O:36])[C@@:16]([C:28]3[CH:29]=[CH:30][C:31]([Cl:34])=[CH:32][CH:33]=3)([CH3:27])[C@@:17]([C:20]3[CH:25]=[CH:24][C:23]([Cl:26])=[CH:22][CH:21]=3)([CH3:19])[N:18]=2)=[CH:7][N:6]=1)([CH3:4])([CH3:2])[CH3:3]. (9) Given the reactants [I:1][C:2]1[N:7]=[N:6][C:5]([NH2:8])=[CH:4][CH:3]=1.Br[CH:10]([CH3:14])[C:11](=O)[CH3:12], predict the reaction product. The product is: [I:1][C:2]1[CH:3]=[CH:4][C:5]2[N:6]([C:10]([CH3:14])=[C:11]([CH3:12])[N:8]=2)[N:7]=1.